Dataset: Reaction yield outcomes from USPTO patents with 853,638 reactions. Task: Predict the reaction yield, written as a fraction of the theoretical maximum amount of product (1.0 means a 100% yield; for example, 0.34 means a 34% yield). (1) The catalyst is C1COCC1. The reactants are [OH:1][C:2]1[CH:7]=[CH:6][N:5]2[C:8]([C:11]([O:13][CH2:14][CH3:15])=[O:12])=[CH:9][N:10]=[C:4]2[CH:3]=1.Br[CH2:17][CH:18]([F:20])[F:19].C([O-])([O-])=O.[Cs+].[Cs+]. The product is [F:19][CH:18]([F:20])[CH2:17][O:1][C:2]1[CH:7]=[CH:6][N:5]2[C:8]([C:11]([O:13][CH2:14][CH3:15])=[O:12])=[CH:9][N:10]=[C:4]2[CH:3]=1. The yield is 0.640. (2) The reactants are [Cl:1][C:2]1[CH:7]=[CH:6][C:5]([C:8]2[N:12]([C:13]3[CH:18]=[CH:17][C:16]([Cl:19])=[CH:15][C:14]=3[Cl:20])[N:11]=[C:10]([C:21]([NH:23][CH2:24][C:25]([CH:27]3[CH2:32][CH2:31][CH2:30][CH2:29][CH2:28]3)=O)=O)[C:9]=2[CH3:33])=[CH:4][CH:3]=1.O1C=CN=C1.COC1C=CC(P2(SP(C3C=CC(OC)=CC=3)(=S)S2)=[S:48])=CC=1. The catalyst is C1COCC1. The product is [Cl:1][C:2]1[CH:7]=[CH:6][C:5]([C:8]2[N:12]([C:13]3[CH:18]=[CH:17][C:16]([Cl:19])=[CH:15][C:14]=3[Cl:20])[N:11]=[C:10]([C:21]3[S:48][C:25]([CH:27]4[CH2:32][CH2:31][CH2:30][CH2:29][CH2:28]4)=[CH:24][N:23]=3)[C:9]=2[CH3:33])=[CH:4][CH:3]=1. The yield is 0.760. (3) The reactants are Br[CH2:2][CH2:3][O:4][C:5]1[CH:20]=[CH:19][C:8]([O:9][C:10]2[S:11][C:12]3[CH:18]=[CH:17][CH:16]=[CH:15][C:13]=3[N:14]=2)=[CH:7][CH:6]=1.Cl.[NH:22]1[CH2:27][CH2:26][CH:25]([N:28]2[CH2:32][CH2:31][CH2:30][C:29]2=[O:33])[CH2:24][CH2:23]1.CNC. The catalyst is CC#N. The product is [S:11]1[C:12]2[CH:18]=[CH:17][CH:16]=[CH:15][C:13]=2[N:14]=[C:10]1[O:9][C:8]1[CH:19]=[CH:20][C:5]([O:4][CH2:3][CH2:2][N:22]2[CH2:23][CH2:24][CH:25]([N:28]3[CH2:32][CH2:31][CH2:30][C:29]3=[O:33])[CH2:26][CH2:27]2)=[CH:6][CH:7]=1. The yield is 0.630. (4) The yield is 0.580. The product is [B:12]([OH:16])([OH:13])[C:3]1[C:8]([CH3:9])=[CH:7][C:6]([CH3:10])=[CH:5][C:4]=1[CH3:11]. The reactants are [Mg].Br[C:3]1[C:8]([CH3:9])=[CH:7][C:6]([CH3:10])=[CH:5][C:4]=1[CH3:11].[B:12](OCC)([O:16]CC)[O:13]CC. The catalyst is O1CCCC1. (5) The reactants are [CH2:1]([O:8][C@@H:9]1[C@@H:17]([OH:18])[C@@H:16]([OH:19])[C@@H:15]([CH3:20])[O:14][C@H:10]1[S:11][CH2:12][CH3:13])[C:2]1[CH:7]=[CH:6][CH:5]=[CH:4][CH:3]=1.CCN(CC)CC.[C:28](Cl)(=[O:35])[C:29]1[CH:34]=[CH:33][CH:32]=[CH:31][CH:30]=1. The catalyst is CN(C1C=CN=CC=1)C.C(Cl)Cl. The product is [C:28]([O:18][C@H:17]1[C@@H:16]([OH:19])[C@@H:15]([CH3:20])[O:14][C@@H:10]([S:11][CH2:12][CH3:13])[C@@H:9]1[O:8][CH2:1][C:2]1[CH:3]=[CH:4][CH:5]=[CH:6][CH:7]=1)(=[O:35])[C:29]1[CH:34]=[CH:33][CH:32]=[CH:31][CH:30]=1. The yield is 0.800. (6) The reactants are [C:1]([C:3]1[CH:19]=[CH:18][C:6]([O:7][C:8]2[CH:9]=[CH:10][C:11]3[B:15]([OH:16])[O:14][CH2:13][C:12]=3[CH:17]=2)=[CH:5][C:4]=1[OH:20])#[N:2].[H-].[Na+].[CH:23]1(I)[CH2:27][CH2:26][CH2:25][CH2:24]1. The catalyst is C1COCC1.CN(C=O)C. The product is [CH:23]1([O:20][C:4]2[CH:5]=[C:6]([O:7][C:8]3[CH:9]=[CH:10][C:11]4[B:15]([OH:16])[O:14][CH2:13][C:12]=4[CH:17]=3)[CH:18]=[CH:19][C:3]=2[C:1]#[N:2])[CH2:27][CH2:26][CH2:25][CH2:24]1. The yield is 0.126. (7) The reactants are C([O:3][C:4]([CH:6]1[CH:11]([C:12]2[S:13][CH:14]=[CH:15][CH:16]=2)[CH2:10][CH2:9][N:8]([CH2:17][C:18]2[CH:23]=[CH:22][CH:21]=[CH:20][CH:19]=2)[CH2:7]1)=[O:5])C. The catalyst is Cl. The product is [CH2:17]([N:8]1[CH2:9][CH2:10][CH:11]([C:12]2[S:13][CH:14]=[CH:15][CH:16]=2)[CH:6]([C:4]([OH:5])=[O:3])[CH2:7]1)[C:18]1[CH:23]=[CH:22][CH:21]=[CH:20][CH:19]=1. The yield is 1.00.